Dataset: Peptide-MHC class II binding affinity with 134,281 pairs from IEDB. Task: Regression. Given a peptide amino acid sequence and an MHC pseudo amino acid sequence, predict their binding affinity value. This is MHC class II binding data. The peptide sequence is KTHESHLVRSWVTAG. The MHC is HLA-DQA10601-DQB10402 with pseudo-sequence HLA-DQA10601-DQB10402. The binding affinity (normalized) is 0.575.